This data is from Experimentally validated miRNA-target interactions with 360,000+ pairs, plus equal number of negative samples. The task is: Binary Classification. Given a miRNA mature sequence and a target amino acid sequence, predict their likelihood of interaction. (1) The miRNA is hsa-miR-873-5p with sequence GCAGGAACUUGUGAGUCUCCU. The protein sequence of the target gene is MGSSHLLNKGLPLGVRPPIMNGPMHPRPLVALLDGRDCTVEMPILKDVATVAFCDAQSTQEIHEKVLNEAVGALMYHTITLTREDLEKFKALRIIVRIGSGFDNIDIKSAGDLGIAVCNVPAASVEETADSTLCHILNLYRRTTWLHQALREGTRVQSVEQIREVASGAARIRGETLGIIGLGRVGQAVALRAKAFGFNVLFYDPYLSDGIERALGLQRVSTLQDLLFHSDCVTLHCGLNEHNHHLINDFTVKQMRQGAFLVNTARGGLVDEKALAQALKEGRIRGAALDVHESEPFSFS.... Result: 0 (no interaction). (2) The miRNA is hsa-miR-520g-3p with sequence ACAAAGUGCUUCCCUUUAGAGUGU. The protein sequence of the target gene is MAHLLGSQACMDSLRKDLTDLQGTIVDVFSRAGPVRFPSWKFPDRVACDLDMVALLEHYDHVPGDPEFTQLSHAVLLELVIDRLLLLLQSCASYLENLSVEQMMPPARAAGPCMSVGLTVRRFWSNLLRLGLLYQQAVPQKRANQGEISITKPTAKGEPARSPECMTAKFIKPPSPVPGLPLICQGLQSIPVRVSLRSPGGTSEKTKSVYSQTVETALVPCDACTSVQGSLWEVGKVVISLCQSQNLPSSLGQFQKLVKDSLGLKPLPAATVGHWAAEQSKDLTRLNKHVGALTQLVGPL.... Result: 0 (no interaction). (3) The miRNA is hsa-miR-3159 with sequence UAGGAUUACAAGUGUCGGCCAC. The protein sequence of the target gene is MERKNPSRESPRRLSAKVGKGTEMKKVARQLGMAAAESDKDSGFSDGSSECLSSAEQMESEDMLSALGWSREDRPRQNSKTAKNAFPTLSPMVVMKNVLVKQGSSSSQLQSWTVQPSFEVISAQPQLLFLHPPVPSPVSPCHTGEKKSDSRNYLPILNSYTKIAPHPGKRGLSLGPEEKGTSGVQKKICTERLGPSLSSSEPTKAGAVPSSPSTPAPPSAKLAEDSALQGVPSLVAGGSPQTLQPVSSSHVAKAPSLTFASPASPVCASDSTLHGLESNSPLSPLSANYSSPLWAAEHLC.... Result: 0 (no interaction). (4) The miRNA is hsa-miR-570-5p with sequence AAAGGUAAUUGCAGUUUUUCCC. The protein sequence of the target gene is MERPDKAALNALQPPEFRNESSLASTLKTLLFFTALMITVPIGLYFTTKSYIFEGALGMSNRDSYFYAAIVAVVAVHVVLALFVYVAWNEGSRQWREGKQD. Result: 1 (interaction). (5) The miRNA is hsa-miR-6843-3p with sequence AUGGUCUCCUGUUCUCUGCAG. The protein sequence of the target gene is MIRNGRGAAGGAEQPGPGGRRAVRVWCDGCYDMVHYGHSNQLRQARAMGDYLIVGVHTDEEIAKHKGPPVFTQEERYKMVQAIKWVDEVVPAAPYVTTLETLDKYNCDFCVHGNDITLTVDGRDTYEEVKQAGRYRECKRTQGVSTTDLVGRMLLVTKAHHSSQEMSSEYREYADSFGKCPGGRNPWTGVSQFLQTSQKIIQFASGKEPQPGETVIYVAGAFDLFHIGHVDFLEKVHRLAERPYIIAGLHFDQEVNHYKGKNYPIMNLHERTLSVLACRYVSEVVIGAPYAVTAELLSHF.... Result: 0 (no interaction). (6) The miRNA is hsa-miR-520c-3p with sequence AAAGUGCUUCCUUUUAGAGGGU. The protein sequence of the target gene is MDSEVQRDGRILDLIDDAWREDKLPYEDVAIPLNELPEPEQDNGGTTESVKEQEMKWTDLALQYLHENVPPIGN. Result: 0 (no interaction). (7) The miRNA is mmu-miR-5099 with sequence UUAGAUCGAUGUGGUGCUCC. The protein sequence of the target gene is MEEEDESRGKTEESGEDRGDGPPDRDPTLSPSAFILRAIQQAVGSSLQGDLPNDKDGSRCHGLRWRRCRSPRSEPRSQESGGTDTATVLDMATDSFLAGLVSVLDPPDTWVPSRLDLRPGESEDMLELVAEVRIGDRDPIPLPVPSLLPRLRAWRTGKTVSPQSNSSRPTCARHLTLGTGDGGPAPPPAPSSASSSPSPSPSSSSPSPPPPPPPPAPPAPPAPRFDIYDPFHPTDEAYSPPPAPEQKYDPFEPTGSNPSSSAGTPSPEEEEEEEEEEEEEEEDEEEEEGLSQSISRISET.... Result: 0 (no interaction). (8) The miRNA is hsa-miR-487a-5p with sequence GUGGUUAUCCCUGCUGUGUUCG. The protein sequence of the target gene is MSPGASRGPRGSQAPLIAPLCCAAAALGMLLWSPACQAFNLDVEKLTVYSGPKGSYFGYAVDFHIPDARTASVLVGAPKANTSQPDIVEGGAVYYCPWPAEGSAQCRQIPFDTTNNRKIRVNGTKEPIEFKSNQWFGATVKAHKGKVVACAPLYHWRTLKPTPEKDPVGTCYVAIQNFSAYAEFSPCRNSNADPEGQGYCQAGFSLDFYKNGDLIVGGPGSFYWQGQVITASVADIIANYSFKDILRKLAGEKQTEVAPASYDDSYLGYSVAAGEFTGDSQQELVAGIPRGAQNFGYVSI.... Result: 0 (no interaction). (9) The miRNA is mmu-miR-206-3p with sequence UGGAAUGUAAGGAAGUGUGUGG. The protein sequence of the target gene is MSQGFRGPTGVFPHQTQSYLDPSHEHSKWRYPQPQGPESYPRSFQLQQIEFLKGRLPEAPLIGIQTQSLPPFLPGHWPRFPGPPAQDRQLEIWEFPRSVTLRNQGFHIGPPLPPPHSRGTPWRGADGLCSHFRELSISQSPEQKVLNRLEELGEGKATTAHVLARELRIPKRDINRILYSLEKKGKLHRGRGKPPLWSLVPLSQAWTQPPGVVNPDSCIQEFPRGEPGLDSEDGDPASDLEGPSEPLDMAEIKEKICDYLFNVSNSSALNLAKNIGLTKARDVTSVLIDLERQGDVYRQG.... Result: 1 (interaction). (10) Result: 0 (no interaction). The protein sequence of the target gene is MVDYSVWDHIEVSDDEDETHPNIDTASLFRWRHQARVERMEQFQKEKEELDRGCRECKRKVAECQRKLKELEVAESDGQVELERLRAEAQQLRKEERSWEQKLEDMRKKEKNMPWNVDTLSKDGFSKSMVNTKPEKAEEDSEEAREQKHKTFVEKYEKQIKHFGMLHRWDDSQKYLSDNVHLVCEETANYLVIWCIDLEVEEKCALMEQVAHQTMVMQFILELAKSLKVDPRACFRQFFTKIKTADHQYMEGFKYELEAFKERVRGRAKLRIEKAMKEYEEEERKKRLGPGGLDPVEVYE.... The miRNA is hsa-miR-6750-3p with sequence GAACUCACCCUCUGCUCCCAG.